Dataset: Full USPTO retrosynthesis dataset with 1.9M reactions from patents (1976-2016). Task: Predict the reactants needed to synthesize the given product. Given the product [Cl:28][CH2:2][CH2:3][N:4]([CH2:21][CH2:22][Cl:31])[C:5]1[C:6]([S:17]([CH3:20])(=[O:19])=[O:18])=[CH:7][C:8]([N+:14]([O-:16])=[O:15])=[C:9]([CH:13]=1)[C:10]([NH:24][CH2:25][CH2:26][OH:27])=[O:11], predict the reactants needed to synthesize it. The reactants are: O[CH2:2][CH2:3][N:4]([CH2:21][CH2:22]O)[C:5]1[C:6]([S:17]([CH3:20])(=[O:19])=[O:18])=[CH:7][C:8]([N+:14]([O-:16])=[O:15])=[C:9]([CH:13]=1)[C:10](O)=[O:11].[NH2:24][CH2:25][CH2:26][OH:27].[ClH:28].O=S(Cl)[Cl:31].